Dataset: Aqueous solubility values for 9,982 compounds from the AqSolDB database. Task: Regression/Classification. Given a drug SMILES string, predict its absorption, distribution, metabolism, or excretion properties. Task type varies by dataset: regression for continuous measurements (e.g., permeability, clearance, half-life) or binary classification for categorical outcomes (e.g., BBB penetration, CYP inhibition). For this dataset (solubility_aqsoldb), we predict Y. (1) The Y is -4.81 log mol/L. The drug is CCCCOC(=O)c1ccc(C(=O)OCCCC)c(C(=O)OCCCC)c1. (2) The drug is CC(=O)CC(=O)Nc1ccccc1. The Y is -1.30 log mol/L. (3) The Y is -0.170 log mol/L. The drug is Cn1c(=O)c2c(ncn2CC(O)CO)n(C)c1=O. (4) The compound is CC1=CCCC(C)(C)C1C(C)CCC=O. The Y is -4.65 log mol/L.